From a dataset of Catalyst prediction with 721,799 reactions and 888 catalyst types from USPTO. Predict which catalyst facilitates the given reaction. (1) The catalyst class is: 16. Product: [CH:10]1([NH:13][C:14](=[O:15])[C:16]2[CH:17]=[CH:18][C:19]([CH3:35])=[C:20]([N:22]3[C:23](=[O:34])[C:24]4[C:25](=[CH:26][C:27]([N:40]5[CH2:41][CH2:42][N:37]([CH3:36])[CH2:38][CH2:39]5)=[CH:28][CH:29]=4)[N:31]=[CH:1]3)[CH:21]=2)[CH2:12][CH2:11]1. Reactant: [CH:1](N(CC)C(C)C)(C)C.[CH:10]1([NH:13][C:14]([C:16]2[CH:17]=[CH:18][C:19]([CH3:35])=[C:20]([NH:22][C:23](=[O:34])[C:24]3[CH:29]=[CH:28][C:27](F)=[CH:26][C:25]=3[N+:31]([O-])=O)[CH:21]=2)=[O:15])[CH2:12][CH2:11]1.[CH3:36][N:37]1[CH2:42][CH2:41][NH:40][CH2:39][CH2:38]1.O. (2) Reactant: [O:1]=[C:2]1[CH2:5][CH:4]([C:6]([OH:8])=O)[CH2:3]1.[F:9][C:10]([F:22])([F:21])[C:11]1[CH:12]=[C:13]([CH:18]=[CH:19][CH:20]=1)[C:14]([NH:16]O)=[NH:15]. Product: [F:9][C:10]([F:21])([F:22])[C:11]1[CH:12]=[C:13]([C:14]2[N:16]=[C:6]([CH:4]3[CH2:3][C:2](=[O:1])[CH2:5]3)[O:8][N:15]=2)[CH:18]=[CH:19][CH:20]=1. The catalyst class is: 25. (3) Reactant: [F:1][C:2]1[CH:3]=[C:4]2[C:10]([C:11]#[N:12])=[N:9][N:8]([CH2:13][C:14]3[CH:19]=[CH:18][CH:17]=[CH:16][C:15]=3[F:20])[C:5]2=[N:6][CH:7]=1.C[O-].[Na+].[Cl-].[NH4+:25].[C:26]([OH:29])(=[O:28])[CH3:27]. Product: [C:26]([OH:29])(=[O:28])[CH3:27].[F:1][C:2]1[CH:3]=[C:4]2[C:10]([C:11](=[NH:25])[NH2:12])=[N:9][N:8]([CH2:13][C:14]3[CH:19]=[CH:18][CH:17]=[CH:16][C:15]=3[F:20])[C:5]2=[N:6][CH:7]=1. The catalyst class is: 5. (4) Reactant: B(F)(F)F.CSC.C[O:9][C:10]1[CH:11]=[C:12]([C:17]2[N:21]([CH2:22][C:23]#[N:24])[N:20]=[CH:19][C:18]=2[C:25]2[CH:30]=[CH:29][N:28]=[C:27]([C:31]3[CH:36]=[CH:35][C:34]([O:37][C:38]4[CH:43]=[CH:42][CH:41]=[CH:40][CH:39]=4)=[CH:33][CH:32]=3)[CH:26]=2)[CH:13]=[C:14]([CH3:16])[CH:15]=1. Product: [OH:9][C:10]1[CH:11]=[C:12]([C:17]2[N:21]([CH2:22][C:23]#[N:24])[N:20]=[CH:19][C:18]=2[C:25]2[CH:30]=[CH:29][N:28]=[C:27]([C:31]3[CH:36]=[CH:35][C:34]([O:37][C:38]4[CH:43]=[CH:42][CH:41]=[CH:40][CH:39]=4)=[CH:33][CH:32]=3)[CH:26]=2)[CH:13]=[C:14]([CH3:16])[CH:15]=1. The catalyst class is: 4. (5) Reactant: [NH:1]1[CH:5]=[CH:4][N:3]=[CH:2]1.[H-].[Na+].[Cl:8][C:9]1[CH:10]=[C:11]2[C:16](=[CH:17][CH:18]=1)[C:15](=[O:19])[N:14]([C:20]1[CH:21]=[N:22][CH:23]=[C:24]([CH2:26]Cl)[CH:25]=1)[CH2:13][CH2:12]2.O. Product: [Cl:8][C:9]1[CH:10]=[C:11]2[C:16](=[CH:17][CH:18]=1)[C:15](=[O:19])[N:14]([C:20]1[CH:21]=[N:22][CH:23]=[C:24]([CH2:26][N:1]3[CH:5]=[CH:4][N:3]=[CH:2]3)[CH:25]=1)[CH2:13][CH2:12]2. The catalyst class is: 3. (6) Reactant: [C:1]([NH:4][C:5]([CH2:16][CH2:17][C:18]1[CH:23]=[CH:22][C:21]([S:24][C:25]2[CH:30]=[CH:29][C:28]([C:31]3[N:32]=[C:33]([CH2:36][CH3:37])[O:34][CH:35]=3)=[CH:27][CH:26]=2)=[CH:20][CH:19]=1)([C:11](OCC)=[O:12])[C:6](OCC)=[O:7])(=[O:3])[CH3:2].OP([O-])([O-])=O.[K+].[K+].[BH4-].[Na+].[OH-].[Na+]. Product: [CH2:36]([C:33]1[O:34][CH:35]=[C:31]([C:28]2[CH:27]=[CH:26][C:25]([S:24][C:21]3[CH:22]=[CH:23][C:18]([CH2:17][CH2:16][C:5]([NH:4][C:1](=[O:3])[CH3:2])([CH2:11][OH:12])[CH2:6][OH:7])=[CH:19][CH:20]=3)=[CH:30][CH:29]=2)[N:32]=1)[CH3:37]. The catalyst class is: 88.